From a dataset of Full USPTO retrosynthesis dataset with 1.9M reactions from patents (1976-2016). Predict the reactants needed to synthesize the given product. (1) Given the product [CH2:22]([O:1][C:2]1[N:7]=[CH:6][C:5]([C:8]([N:10]2[CH2:14][CH2:13][CH2:12][C@H:11]2[CH2:15][N:16]2[CH2:20][CH2:19][CH2:18][CH2:17]2)=[O:9])=[CH:4][CH:3]=1)[CH2:23][CH2:24][CH3:25], predict the reactants needed to synthesize it. The reactants are: [OH:1][C:2]1[N:7]=[CH:6][C:5]([C:8]([N:10]2[CH2:14][CH2:13][CH2:12][C@H:11]2[CH2:15][N:16]2[CH2:20][CH2:19][CH2:18][CH2:17]2)=[O:9])=[CH:4][CH:3]=1.Br[CH2:22][CH2:23][CH2:24][CH3:25].C(=O)([O-])[O-].[Cs+].[Cs+]. (2) Given the product [Br:1][C:2]1[CH:8]=[CH:7][C:5]([C:20]([O:22][C:23]([CH3:26])([CH3:25])[CH3:24])=[O:21])([NH2:6])[CH:4]([F:9])[CH:3]=1, predict the reactants needed to synthesize it. The reactants are: [Br:1][C:2]1[CH:8]=[CH:7][C:5]([NH2:6])=[C:4]([F:9])[CH:3]=1.[Li]N([Si](C)(C)C)[Si](C)(C)C.[C:20](O[C:20]([O:22][C:23]([CH3:26])([CH3:25])[CH3:24])=[O:21])([O:22][C:23]([CH3:26])([CH3:25])[CH3:24])=[O:21]. (3) The reactants are: [CH3:1][O:2][C:3](=[O:18])[CH2:4][CH2:5][CH2:6][O:7][C:8]1[CH:13]=[CH:12][C:11]([CH:14]=[O:15])=[CH:10][C:9]=1[O:16][CH3:17].[N+:19]([O-])([OH:21])=[O:20].O. Given the product [CH3:1][O:2][C:3](=[O:18])[CH2:4][CH2:5][CH2:6][O:7][C:8]1[CH:13]=[C:12]([N+:19]([O-:21])=[O:20])[C:11]([CH:14]=[O:15])=[CH:10][C:9]=1[O:16][CH3:17], predict the reactants needed to synthesize it. (4) Given the product [CH2:1]([O:4][C:5](=[O:21])[NH:6][CH2:7][CH2:8][C:9]1[C:18]2[C:13](=[C:14]([CH:32]=[O:34])[C:15]([OH:19])=[CH:16][CH:17]=2)[O:12][C:11](=[O:20])[CH:10]=1)[CH:2]=[CH2:3], predict the reactants needed to synthesize it. The reactants are: [CH2:1]([O:4][C:5](=[O:21])[NH:6][CH2:7][CH2:8][C:9]1[C:18]2[C:13](=[CH:14][C:15]([OH:19])=[CH:16][CH:17]=2)[O:12][C:11](=[O:20])[CH:10]=1)[CH:2]=[CH2:3].C1N2CN3CN(C2)CN1C3.[C:32](O)(=[O:34])C. (5) Given the product [CH3:31][NH:32][C:4](=[O:30])[CH2:5][CH2:6][CH2:7][CH2:8][C:9]1[CH:14]=[CH:13][C:12]([CH2:15][CH2:16][CH2:17][CH2:18][NH2:19])=[CH:11][N:10]=1, predict the reactants needed to synthesize it. The reactants are: C(O[C:4](=[O:30])[CH2:5][CH2:6][CH2:7][CH2:8][C:9]1[CH:14]=[CH:13][C:12]([CH2:15][CH2:16][CH2:17][CH2:18][N:19]2C(=O)C3C(=CC=CC=3)C2=O)=[CH:11][N:10]=1)C.[CH3:31][NH2:32]. (6) Given the product [CH2:1]([O:3][C:4](=[O:5])[C:6]1[CH:11]=[C:10]([Br:12])[C:9]([O:13][CH2:19][CH:20]2[CH2:22][CH2:21]2)=[N:8][C:7]=1[C:14]([F:17])([F:15])[F:16])[CH3:2], predict the reactants needed to synthesize it. The reactants are: [CH2:1]([O:3][C:4]([C:6]1[CH:11]=[C:10]([Br:12])[C:9](=[O:13])[NH:8][C:7]=1[C:14]([F:17])([F:16])[F:15])=[O:5])[CH3:2].O[CH2:19][CH:20]1[CH2:22][CH2:21]1.C1(P(C2C=CC=CC=2)C2C=CC=CC=2)C=CC=CC=1.N(C(OCC)=O)=NC(OCC)=O. (7) Given the product [CH3:46][C:28]([NH:27][CH2:21][CH:20]([C:11]1[C:12]2[O:17][CH2:16][C:15](=[O:18])[NH:14][C:13]=2[CH:19]=[C:9]([OH:8])[CH:10]=1)[OH:26])([CH3:45])[CH2:29][CH2:30][N:31]1[C:35]2[CH:36]=[CH:37][C:38]([C:40]([F:43])([F:41])[F:42])=[CH:39][C:34]=2[NH:33][C:32]1=[O:44], predict the reactants needed to synthesize it. The reactants are: C([O:8][C:9]1[CH:10]=[C:11]([CH:20]([OH:26])[CH:21](OCC)O)[C:12]2[O:17][CH2:16][C:15](=[O:18])[NH:14][C:13]=2[CH:19]=1)C1C=CC=CC=1.[NH2:27][C:28]([CH3:46])([CH3:45])[CH2:29][CH2:30][N:31]1[C:35]2[CH:36]=[CH:37][C:38]([C:40]([F:43])([F:42])[F:41])=[CH:39][C:34]=2[NH:33][C:32]1=[O:44].FC(F)(F)C([O-])=O. (8) Given the product [CH2:16]([O:18][C:19]1[CH:20]=[C:21](/[CH:26]=[C:27](\[CH3:33])/[C:28]([O:30][CH2:31][CH3:32])=[O:29])[CH:22]=[CH:23][C:24]=1[O:8][S:1]([C:4]([F:7])([F:6])[F:5])(=[O:3])=[O:2])[CH3:17], predict the reactants needed to synthesize it. The reactants are: [S:1]([O:8]S(C(F)(F)F)(=O)=O)([C:4]([F:7])([F:6])[F:5])(=[O:3])=[O:2].[CH2:16]([O:18][C:19]1[CH:20]=[C:21](/[CH:26]=[C:27](\[CH3:33])/[C:28]([O:30][CH2:31][CH3:32])=[O:29])[CH:22]=[CH:23][C:24]=1O)[CH3:17].C(N(CC)CC)C. (9) Given the product [CH2:1]([O:3][C:4](=[O:15])[CH:5]([CH3:14])[CH2:6][N:7]([C:19]1[C:20]([N+:24]([O-:26])=[O:25])=[CH:21][N:22]=[C:17]([Cl:16])[N:18]=1)[CH:8]1[CH2:13][CH2:12][O:11][CH2:10][CH2:9]1)[CH3:2], predict the reactants needed to synthesize it. The reactants are: [CH2:1]([O:3][C:4](=[O:15])[CH:5]([CH3:14])[CH2:6][NH:7][CH:8]1[CH2:13][CH2:12][O:11][CH2:10][CH2:9]1)[CH3:2].[Cl:16][C:17]1[N:22]=[C:21](Cl)[C:20]([N+:24]([O-:26])=[O:25])=[CH:19][N:18]=1.C(=O)(O)[O-].[K+]. (10) Given the product [C:10]([O:9][C:7]([N:5]1[CH2:6][C:2]([F:1])([F:18])[CH2:3][C@H:4]1[C:14]([OH:16])=[O:15])=[O:8])([CH3:13])([CH3:11])[CH3:12], predict the reactants needed to synthesize it. The reactants are: [F:1][C:2]1([F:18])[CH2:6][N:5]([C:7]([O:9][C:10]([CH3:13])([CH3:12])[CH3:11])=[O:8])[C@H:4]([C:14]([O:16]C)=[O:15])[CH2:3]1.